Dataset: Full USPTO retrosynthesis dataset with 1.9M reactions from patents (1976-2016). Task: Predict the reactants needed to synthesize the given product. (1) Given the product [CH2:30]([O:29][C:27]([C:26]1[C:7]2[NH:8][C:9]3[CH:10]=[CH:11][CH:12]=[CH:13][C:14]=3[C:6]=2[CH2:5][CH:3]([CH2:1][CH3:2])[NH:4][CH:25]=1)=[O:28])[CH2:31][CH3:32], predict the reactants needed to synthesize it. The reactants are: [CH2:1]([CH:3]([CH2:5][C:6]1[C:14]2[C:9](=[CH:10][CH:11]=[CH:12][CH:13]=2)[NH:8][CH:7]=1)[NH2:4])[CH3:2].BrCC(=O)C(OCC)=O.Br[CH2:25][C:26](=O)[C:27]([O:29][CH2:30][CH2:31][CH3:32])=[O:28]. (2) Given the product [Cl:24][C:21]1[CH:22]=[CH:23][C:18]([C:17]2[C:2]([C:46]#[C:45][CH2:44][O:47][CH3:48])=[N:3][CH:4]=[C:5]([CH:16]=2)[C:6]([NH:8][C@@H:9]2[CH2:14][CH2:13][CH2:12][CH2:11][C@H:10]2[OH:15])=[O:7])=[CH:19][CH:20]=1, predict the reactants needed to synthesize it. The reactants are: Cl[C:2]1[C:17]([C:18]2[CH:23]=[CH:22][C:21]([Cl:24])=[CH:20][CH:19]=2)=[CH:16][C:5]([C:6]([NH:8][C@@H:9]2[CH2:14][CH2:13][CH2:12][CH2:11][C@H:10]2[OH:15])=[O:7])=[CH:4][N:3]=1.C1(P(C2C=CC=CC=2)C2C=CC=CC=2)C=CC=CC=1.[CH2:44]([O:47][CH3:48])[C:45]#[CH:46].C(NCC)C. (3) Given the product [F:9][C:10]1[CH:15]=[CH:14][C:13]([C:4]2[N:3]=[C:2]([NH2:1])[CH:7]=[CH:6][CH:5]=2)=[CH:12][CH:11]=1, predict the reactants needed to synthesize it. The reactants are: [NH2:1][C:2]1[CH:7]=[CH:6][CH:5]=[C:4](Cl)[N:3]=1.[F:9][C:10]1[CH:15]=[CH:14][C:13](B(O)O)=[CH:12][CH:11]=1.[O-]P([O-])([O-])=O.[K+].[K+].[K+].